Dataset: Forward reaction prediction with 1.9M reactions from USPTO patents (1976-2016). Task: Predict the product of the given reaction. Given the reactants N[CH2:2][CH2:3][N:4]1[CH:8]=[C:7]([N:9]2[C:17]3[C:12](=[CH:13][CH:14]=[C:15]([Cl:19])[C:16]=3[F:18])[C:11]([S:20][C:21]3[C:22]([F:32])=[C:23]([CH:29]=[CH:30][CH:31]=3)[C:24]([O:26][CH2:27][CH3:28])=[O:25])=[C:10]2[CH:33]2[CH2:35][CH2:34]2)[CH:6]=[N:5]1.C([O-])([O-])=O.[Cs+].[Cs+].BrCC[CH2:45][C:46]([O:48][C:49]([CH3:52])([CH3:51])[CH3:50])=[O:47], predict the reaction product. The product is: [C:49]([O:48][C:46](=[O:47])[CH2:45][CH2:2][CH2:3][N:4]1[CH:8]=[C:7]([N:9]2[C:17]3[C:12](=[CH:13][CH:14]=[C:15]([Cl:19])[C:16]=3[F:18])[C:11]([S:20][C:21]3[C:22]([F:32])=[C:23]([CH:29]=[CH:30][CH:31]=3)[C:24]([O:26][CH2:27][CH3:28])=[O:25])=[C:10]2[CH:33]2[CH2:35][CH2:34]2)[CH:6]=[N:5]1)([CH3:52])([CH3:51])[CH3:50].